This data is from Reaction yield outcomes from USPTO patents with 853,638 reactions. The task is: Predict the reaction yield, written as a fraction of the theoretical maximum amount of product (1.0 means a 100% yield; for example, 0.34 means a 34% yield). (1) The reactants are [C:1]([C:3]1[CH:4]=[CH:5][C:6]([C:9]2(O)[CH2:14][CH2:13][N:12]([C:15]([O:17][C:18]([CH3:21])([CH3:20])[CH3:19])=[O:16])[CH2:11][CH2:10]2)=[N:7][CH:8]=1)#[N:2].COCCN(S(F)(F)[F:33])CCOC. The catalyst is ClCCl. The product is [C:1]([C:3]1[CH:4]=[CH:5][C:6]([C:9]2([F:33])[CH2:14][CH2:13][N:12]([C:15]([O:17][C:18]([CH3:21])([CH3:20])[CH3:19])=[O:16])[CH2:11][CH2:10]2)=[N:7][CH:8]=1)#[N:2]. The yield is 0.380. (2) The reactants are [C:1]([C:4]1[CH:27]=[CH:26][C:7]([O:8][CH2:9][C:10]2[CH:15]=[CH:14][C:13]([CH:16]([OH:25])[C:17]3[CH:18]=[N:19][CH:20]=[C:21]([CH:24]=3)[C:22]#[N:23])=[CH:12][CH:11]=2)=[C:6]([CH2:28][CH2:29][CH3:30])[C:5]=1[OH:31])(=[O:3])[CH3:2].[N-:32]=[N+:33]=[N-:34].[Na+].Cl.C(N(CC)CC)C. No catalyst specified. The product is [OH:31][C:5]1[C:6]([CH2:28][CH2:29][CH3:30])=[C:7]([O:8][CH2:9][C:10]2[CH:11]=[CH:12][C:13]([CH:16]([OH:25])[C:17]3[CH:18]=[N:19][CH:20]=[C:21]([C:22]4[N:32]=[N:33][NH:34][N:23]=4)[CH:24]=3)=[CH:14][CH:15]=2)[CH:26]=[CH:27][C:4]=1[C:1](=[O:3])[CH3:2]. The yield is 0.330. (3) The reactants are [CH2:1]([C:4]1[C:9]([F:10])=[C:8]([F:11])[CH:7]=[C:6]([Br:12])[C:5]=1[OH:13])[CH:2]=[CH2:3].ClC1C=C(C=CC=1)C(OO)=O.C(=O)([O-])[O-].[K+].[K+].ClC1C2OC(CO)CC=2C(C(F)(F)F)=CC=1.BrC1C2OC(CO)CC=2C(F)=C(F)C=1.C(N(C(C)C)CC)(C)C.C1(C)C=CC(S(Cl)(=O)=O)=CC=1.[CH3:81][C:82]1[CH:87]=[CH:86][C:85]([S:88]([O:91]CC2CC3C=CC=C(OC)C=3O2)(=[O:90])=[O:89])=[CH:84][CH:83]=1. The catalyst is CN(C)C1C=CN=CC=1. The product is [CH3:81][C:82]1[CH:83]=[CH:84][C:85]([S:88]([O:91][CH2:3][CH:2]2[CH2:1][C:4]3[C:9]([F:10])=[C:8]([F:11])[CH:7]=[C:6]([Br:12])[C:5]=3[O:13]2)(=[O:90])=[O:89])=[CH:86][CH:87]=1. The yield is 0.350. (4) The reactants are [CH3:1][N:2]1[C:10]2[C:5](=[CH:6][CH:7]=[C:8]([C:11]([O-:13])=O)[CH:9]=2)[C:4]([N:14]2[CH2:19][CH2:18][N:17]([CH3:20])[CH2:16][CH2:15]2)=[N:3]1.[Li+].C(Cl)CCl.C1C=CC2N(O)N=NC=2C=1.CCN(CC)CC.[F:43][C:44]([F:54])([F:53])[C:45]1[CH:52]=[CH:51][C:48]([CH2:49][NH2:50])=[CH:47][CH:46]=1. The yield is 0.300. The catalyst is CN(C=O)C.C(OCC)(=O)C. The product is [F:43][C:44]([F:53])([F:54])[C:45]1[CH:52]=[CH:51][C:48]([CH2:49][NH:50][C:11]([C:8]2[CH:9]=[C:10]3[C:5]([C:4]([N:14]4[CH2:19][CH2:18][N:17]([CH3:20])[CH2:16][CH2:15]4)=[N:3][N:2]3[CH3:1])=[CH:6][CH:7]=2)=[O:13])=[CH:47][CH:46]=1. (5) The reactants are Cl[C:2]1[C:11]2[C:6](=[CH:7][C:8]([O:14][CH2:15][CH:16]3[CH2:21][CH2:20][N:19]([CH3:22])[CH2:18][CH2:17]3)=[C:9]([O:12][CH3:13])[CH:10]=2)[N:5]=[CH:4][N:3]=1.[OH:23][C:24]1[CH:25]=[C:26]2[C:31](=[CH:32][CH:33]=1)[N:30]=[CH:29][CH:28]=[CH:27]2. No catalyst specified. The product is [CH3:13][O:12][C:9]1[CH:10]=[C:11]2[C:6](=[CH:7][C:8]=1[O:14][CH2:15][CH:16]1[CH2:21][CH2:20][N:19]([CH3:22])[CH2:18][CH2:17]1)[N:5]=[CH:4][N:3]=[C:2]2[O:23][C:24]1[CH:25]=[C:26]2[C:31](=[CH:32][CH:33]=1)[N:30]=[CH:29][CH:28]=[CH:27]2. The yield is 0.940. (6) The reactants are Br[C:2]1[C:11]2[C:6](=[CH:7][CH:8]=[CH:9][CH:10]=2)[C:5](=[O:12])[O:4][C:3]=1[CH:13]([OH:15])[CH3:14].CC1(C)C(C)(C)OB([C:24]2[CH:29]=[CH:28][CH:27]=[C:26]([CH:30]3[O:34][C:33]([CH3:36])([CH3:35])[C:32]([CH3:38])([CH3:37])[O:31]3)[CH:25]=2)O1.[O-]P([O-])([O-])=O.[K+].[K+].[K+].O. The catalyst is C1COCC1. The product is [OH:15][CH:13]([C:3]1[O:4][C:5](=[O:12])[C:6]2[C:11]([C:2]=1[C:28]1[CH:29]=[CH:24][CH:25]=[C:26]([CH:30]3[O:31][C:32]([CH3:38])([CH3:37])[C:33]([CH3:36])([CH3:35])[O:34]3)[CH:27]=1)=[CH:10][CH:9]=[CH:8][CH:7]=2)[CH3:14]. The yield is 0.910.